From a dataset of Reaction yield outcomes from USPTO patents with 853,638 reactions. Predict the reaction yield, written as a fraction of the theoretical maximum amount of product (1.0 means a 100% yield; for example, 0.34 means a 34% yield). The reactants are [CH3:1][O:2][C:3]1[CH:4]=[CH:5][C:6]2[N:7]([C:9]([C:12]([OH:14])=O)=[CH:10][N:11]=2)[CH:8]=1.C(Cl)(=O)C(Cl)=O.[CH2:21]([N:28]1[C:36]2[CH:35]=[CH:34][CH:33]=[C:32]([NH2:37])[C:31]=2[CH:30]=[N:29]1)[C:22]1[CH:27]=[CH:26][CH:25]=[CH:24][CH:23]=1.CCN(C(C)C)C(C)C. The catalyst is C(Cl)Cl.CN(C=O)C. The product is [CH2:21]([N:28]1[C:36]2[C:31](=[C:32]([NH:37][C:12]([C:9]3[N:7]4[CH:8]=[C:3]([O:2][CH3:1])[CH:4]=[CH:5][C:6]4=[N:11][CH:10]=3)=[O:14])[CH:33]=[CH:34][CH:35]=2)[CH:30]=[N:29]1)[C:22]1[CH:23]=[CH:24][CH:25]=[CH:26][CH:27]=1. The yield is 0.250.